Task: Predict the reactants needed to synthesize the given product.. Dataset: Full USPTO retrosynthesis dataset with 1.9M reactions from patents (1976-2016) (1) Given the product [Br:8][C:5]1[CH:6]=[CH:7][C:2]2[N:1]=[CH:20][N:9]([CH2:10][CH2:11][NH:12][C:13](=[O:19])[O:14][C:15]([CH3:16])([CH3:18])[CH3:17])[C:3]=2[CH:4]=1, predict the reactants needed to synthesize it. The reactants are: [NH2:1][C:2]1[CH:7]=[CH:6][C:5]([Br:8])=[CH:4][C:3]=1[NH:9][CH2:10][CH2:11][NH:12][C:13](=[O:19])[O:14][C:15]([CH3:18])([CH3:17])[CH3:16].[CH:20](OCC)(OCC)OCC. (2) Given the product [NH2:34][C@H:29]1[CH2:30][C@@H:31]([CH3:33])[CH2:32][N:27]([C:26]2[CH:25]=[CH:24][N:23]=[CH:22][C:21]=2[NH:20][C:17]([C:13]2[CH:12]=[CH:11][C:10]3[C:15](=[CH:16][C:7]([N:1]4[CH2:2][CH2:3][O:4][CH2:5][CH2:6]4)=[CH:8][CH:9]=3)[N:14]=2)=[O:19])[CH2:28]1, predict the reactants needed to synthesize it. The reactants are: [N:1]1([C:7]2[CH:16]=[C:15]3[C:10]([CH:11]=[CH:12][C:13]([C:17]([OH:19])=O)=[N:14]3)=[CH:9][CH:8]=2)[CH2:6][CH2:5][O:4][CH2:3][CH2:2]1.[NH2:20][C:21]1[CH:22]=[N:23][CH:24]=[CH:25][C:26]=1[N:27]1[CH2:32][C@H:31]([CH3:33])[CH2:30][C@H:29]([NH:34]C(=O)OC(C)(C)C)[CH2:28]1.CN(C(ON1N=NC2C=CC=NC1=2)=[N+](C)C)C.F[P-](F)(F)(F)(F)F.CCN(C(C)C)C(C)C.C(O)(C(F)(F)F)=O. (3) Given the product [C:10]([O:9][C:3]1[CH:4]=[CH:5][CH:6]=[C:7]([Cl:8])[C:2]=1[Cl:1])(=[O:13])[CH2:11][CH3:12], predict the reactants needed to synthesize it. The reactants are: [Cl:1][C:2]1[C:7]([Cl:8])=[CH:6][CH:5]=[CH:4][C:3]=1[OH:9].[C:10](Cl)(=[O:13])[CH2:11][CH3:12].Cl.